From a dataset of Full USPTO retrosynthesis dataset with 1.9M reactions from patents (1976-2016). Predict the reactants needed to synthesize the given product. (1) Given the product [Cl:1][C:2]1[CH:14]=[CH:13][CH:12]=[CH:11][C:3]=1[C:4](=[O:5])[C:6](=[CH:17][N:18]([CH3:20])[CH3:19])[C:7]([O:9][CH3:10])=[O:8], predict the reactants needed to synthesize it. The reactants are: [Cl:1][C:2]1[CH:14]=[CH:13][CH:12]=[CH:11][C:3]=1[C:4]([CH2:6][C:7]([O:9][CH3:10])=[O:8])=[O:5].CO[CH:17](OC)[N:18]([CH3:20])[CH3:19]. (2) Given the product [F:12][C:9]1[CH:10]=[C:11]2[C:6](=[CH:7][N:8]=1)[N:5]=[CH:4][C:3]([C:13]#[N:14])=[C:2]2[NH:22][C:21]1[CH:23]=[CH:24][C:25]([CH3:26])=[C:19]([OH:18])[CH:20]=1, predict the reactants needed to synthesize it. The reactants are: Cl[C:2]1[C:11]2[C:6](=[CH:7][N:8]=[C:9]([F:12])[CH:10]=2)[N:5]=[CH:4][C:3]=1[C:13]#[N:14].C(O)C.[OH:18][C:19]1[CH:20]=[C:21]([CH:23]=[CH:24][C:25]=1[CH3:26])[NH2:22].C(=O)(O)[O-].[Na+]. (3) The reactants are: I[C:2]1[CH:7]=[C:6]([CH3:8])[CH:5]=[CH:4][C:3]=1[CH3:9].C1(P(C2C=CC=CC=2)C2C=CC=CC=2)C=CC=CC=1.[CH2:29]([OH:32])[C:30]#[CH:31].C(N(C(C)C)CC)(C)C. Given the product [CH3:9][C:3]1[CH:4]=[CH:5][C:6]([CH3:8])=[CH:7][C:2]=1[C:31]#[C:30][CH2:29][OH:32], predict the reactants needed to synthesize it. (4) Given the product [F:20][C:21]([F:34])([F:33])[S:22]([O:1][C:2]1[CH:9]=[CH:8][CH:7]=[C:6]([N+:10]([O-:12])=[O:11])[C:3]=1[C:4]#[N:5])(=[O:24])=[O:23], predict the reactants needed to synthesize it. The reactants are: [OH:1][C:2]1[CH:9]=[CH:8][CH:7]=[C:6]([N+:10]([O-:12])=[O:11])[C:3]=1[C:4]#[N:5].C(N(CC)CC)C.[F:20][C:21]([F:34])([F:33])[S:22](O[S:22]([C:21]([F:34])([F:33])[F:20])(=[O:24])=[O:23])(=[O:24])=[O:23]. (5) The reactants are: C([O:3][C:4](=[O:20])[C@@H:5]([O:18][CH3:19])[CH2:6][C:7]1[CH:12]=[CH:11][C:10]([O:13][CH2:14][C:15]([OH:17])=O)=[CH:9][CH:8]=1)C.[Cl:21][C:22]1[CH:27]=[CH:26][C:25]([CH:28]([NH2:35])[C:29]2[CH:34]=[CH:33][CH:32]=[CH:31][CH:30]=2)=[CH:24][CH:23]=1.C(O[C@@H](CC1C=CC(O[C@@H](C(=O)NCCC2C=CC(OC3C=CC=CC=3)=CC=2)C)=CC=1)C(O)=O)C. Given the product [Cl:21][C:22]1[CH:23]=[CH:24][C:25]([CH:28]([NH:35][C:15]([CH2:14][O:13][C:10]2[CH:9]=[CH:8][C:7]([CH2:6][C@H:5]([O:18][CH3:19])[C:4]([OH:3])=[O:20])=[CH:12][CH:11]=2)=[O:17])[C:29]2[CH:34]=[CH:33][CH:32]=[CH:31][CH:30]=2)=[CH:26][CH:27]=1, predict the reactants needed to synthesize it. (6) Given the product [C:7]([N:10]1[C:19]2[C:14](=[CH:15][C:16]([C:20]3[CH:30]=[CH:29][C:23]([C:24]([O:26][CH2:27][CH3:28])=[O:25])=[CH:22][CH:21]=3)=[CH:17][CH:18]=2)[C@H:13]([NH:31][C:34]2[CH:39]=[CH:38][C:37]([CH3:40])=[CH:36][N:35]=2)[CH2:12][C@@H:11]1[CH3:32])(=[O:9])[CH3:8], predict the reactants needed to synthesize it. The reactants are: CC(C)([O-])C.[Na+].[C:7]([N:10]1[C:19]2[C:14](=[CH:15][C:16]([C:20]3[CH:30]=[CH:29][C:23]([C:24]([O:26][CH2:27][CH3:28])=[O:25])=[CH:22][CH:21]=3)=[CH:17][CH:18]=2)[C@H:13]([NH2:31])[CH2:12][C@@H:11]1[CH3:32])(=[O:9])[CH3:8].Br[C:34]1[CH:39]=[CH:38][C:37]([CH3:40])=[CH:36][N:35]=1.C1(P(C2CCCCC2)C2C=CC=CC=2C2C(N(C)C)=CC=CC=2)CCCCC1. (7) Given the product [Cl:1][C:2]1[CH:7]=[C:6]([Cl:8])[CH:5]=[CH:4][C:3]=1[CH2:9][N:10]([CH2:23][C:24]([F:26])([F:27])[F:25])[C@H:11]1[CH2:15][CH2:14][N:13]([C:16]([O:18][C:19]([CH3:22])([CH3:21])[CH3:20])=[O:17])[CH2:12]1, predict the reactants needed to synthesize it. The reactants are: [Cl:1][C:2]1[CH:7]=[C:6]([Cl:8])[CH:5]=[CH:4][C:3]=1[CH2:9][N:10]([C:23](=O)[C:24]([F:27])([F:26])[F:25])[C@H:11]1[CH2:15][CH2:14][N:13]([C:16]([O:18][C:19]([CH3:22])([CH3:21])[CH3:20])=[O:17])[CH2:12]1.C(=O)([O-])O.[Na+]. (8) Given the product [Cl:31][C:32]1[CH:37]=[CH:36][CH:35]=[C:34]([O:38][CH3:39])[C:33]=1[S:30][C:26]1[CH:27]=[CH:28][CH:29]=[C:24]([F:23])[CH:25]=1, predict the reactants needed to synthesize it. The reactants are: CC([O-])(C)C.[Na+].CC1C=CC2C=CC3C=CC(C)=NC=3C=2N=1.[F:23][C:24]1[CH:25]=[C:26]([SH:30])[CH:27]=[CH:28][CH:29]=1.[Cl:31][C:32]1[C:33](I)=[C:34]([O:38][CH3:39])[CH:35]=[CH:36][CH:37]=1.